Dataset: NCI-60 drug combinations with 297,098 pairs across 59 cell lines. Task: Regression. Given two drug SMILES strings and cell line genomic features, predict the synergy score measuring deviation from expected non-interaction effect. (1) Drug 1: CC1=C(C(=O)C2=C(C1=O)N3CC4C(C3(C2COC(=O)N)OC)N4)N. Drug 2: CC(C)CN1C=NC2=C1C3=CC=CC=C3N=C2N. Cell line: MOLT-4. Synergy scores: CSS=53.8, Synergy_ZIP=2.10, Synergy_Bliss=1.87, Synergy_Loewe=-11.4, Synergy_HSA=-0.478. (2) Drug 1: CS(=O)(=O)OCCCCOS(=O)(=O)C. Drug 2: CC1C(C(CC(O1)OC2CC(CC3=C2C(=C4C(=C3O)C(=O)C5=C(C4=O)C(=CC=C5)OC)O)(C(=O)CO)O)N)O.Cl. Cell line: NCI/ADR-RES. Synergy scores: CSS=13.4, Synergy_ZIP=-4.53, Synergy_Bliss=-1.14, Synergy_Loewe=-7.72, Synergy_HSA=-0.667. (3) Drug 1: CC1=C2C(C(=O)C3(C(CC4C(C3C(C(C2(C)C)(CC1OC(=O)C(C(C5=CC=CC=C5)NC(=O)OC(C)(C)C)O)O)OC(=O)C6=CC=CC=C6)(CO4)OC(=O)C)OC)C)OC. Drug 2: C1=C(C(=O)NC(=O)N1)N(CCCl)CCCl. Cell line: HOP-62. Synergy scores: CSS=49.1, Synergy_ZIP=0.634, Synergy_Bliss=0.267, Synergy_Loewe=0.582, Synergy_HSA=3.53. (4) Drug 1: C1CN1C2=NC(=NC(=N2)N3CC3)N4CC4. Drug 2: C1=C(C(=O)NC(=O)N1)F. Cell line: MALME-3M. Synergy scores: CSS=21.6, Synergy_ZIP=-5.12, Synergy_Bliss=-2.20, Synergy_Loewe=0.658, Synergy_HSA=1.88. (5) Drug 1: C1CC(C1)(C(=O)O)C(=O)O.[NH2-].[NH2-].[Pt+2]. Drug 2: CN(CCCl)CCCl.Cl. Cell line: EKVX. Synergy scores: CSS=0.0460, Synergy_ZIP=1.98, Synergy_Bliss=6.13, Synergy_Loewe=-10.9, Synergy_HSA=-3.46. (6) Drug 1: C1=CC(=CC=C1CCCC(=O)O)N(CCCl)CCCl. Synergy scores: CSS=19.4, Synergy_ZIP=-13.3, Synergy_Bliss=-10.4, Synergy_Loewe=-24.1, Synergy_HSA=-9.74. Cell line: U251. Drug 2: C1CN(P(=O)(OC1)NCCCl)CCCl. (7) Synergy scores: CSS=17.1, Synergy_ZIP=-7.20, Synergy_Bliss=-5.08, Synergy_Loewe=-3.25, Synergy_HSA=-2.33. Drug 2: CN1C2=C(C=C(C=C2)N(CCCl)CCCl)N=C1CCCC(=O)O.Cl. Drug 1: C1=C(C(=O)NC(=O)N1)N(CCCl)CCCl. Cell line: UO-31. (8) Drug 1: COCCOC1=C(C=C2C(=C1)C(=NC=N2)NC3=CC=CC(=C3)C#C)OCCOC.Cl. Drug 2: N.N.Cl[Pt+2]Cl. Synergy scores: CSS=69.0, Synergy_ZIP=0.0000582, Synergy_Bliss=-1.87, Synergy_Loewe=3.31, Synergy_HSA=4.72. Cell line: SK-MEL-2. (9) Drug 1: C1C(C(OC1N2C=NC(=NC2=O)N)CO)O. Drug 2: C1CCC(C(C1)N)N.C(=O)(C(=O)[O-])[O-].[Pt+4]. Cell line: NCI-H460. Synergy scores: CSS=41.8, Synergy_ZIP=23.7, Synergy_Bliss=19.3, Synergy_Loewe=-23.5, Synergy_HSA=19.3. (10) Drug 1: C1=CC(=CC=C1CC(C(=O)O)N)N(CCCl)CCCl.Cl. Drug 2: CC1C(C(=O)NC(C(=O)N2CCCC2C(=O)N(CC(=O)N(C(C(=O)O1)C(C)C)C)C)C(C)C)NC(=O)C3=C4C(=C(C=C3)C)OC5=C(C(=O)C(=C(C5=N4)C(=O)NC6C(OC(=O)C(N(C(=O)CN(C(=O)C7CCCN7C(=O)C(NC6=O)C(C)C)C)C)C(C)C)C)N)C. Cell line: CCRF-CEM. Synergy scores: CSS=37.2, Synergy_ZIP=1.07, Synergy_Bliss=3.45, Synergy_Loewe=3.61, Synergy_HSA=3.11.